This data is from Full USPTO retrosynthesis dataset with 1.9M reactions from patents (1976-2016). The task is: Predict the reactants needed to synthesize the given product. (1) The reactants are: C[O:2][C:3]1[CH:4]=[CH:5][C:6]2[C:12]([CH3:13])=[CH:11][CH2:10][CH2:9][NH:8][C:7]=2[CH:14]=1.CO[C:17]1C=CC2CCCCN(CC)C=2[CH:29]=1.OC1C=CC2CCCCN(CC)C=2C=1. Given the product [OH:2][C:3]1[CH:4]=[CH:5][C:6]2[C:12]([CH3:13])=[CH:11][CH2:10][CH2:9][N:8]([CH2:17][CH3:29])[C:7]=2[CH:14]=1, predict the reactants needed to synthesize it. (2) Given the product [CH2:9]([O:16][C:17]1[CH:26]=[CH:25][C:24]([N:27]2[CH2:32][CH2:31][CH2:30][CH2:29][CH2:28]2)=[CH:23][C:18]=1[C:19]([OH:21])=[O:20])[C:10]1[CH:11]=[CH:12][CH:13]=[CH:14][CH:15]=1, predict the reactants needed to synthesize it. The reactants are: [OH-].[Na+].O1CCOCC1.[CH2:9]([O:16][C:17]1[CH:26]=[CH:25][C:24]([N:27]2[CH2:32][CH2:31][CH2:30][CH2:29][CH2:28]2)=[CH:23][C:18]=1[C:19]([O:21]C)=[O:20])[C:10]1[CH:15]=[CH:14][CH:13]=[CH:12][CH:11]=1. (3) Given the product [Cl:1][C:2]1[C:3]([O:12][C:13]2[CH:18]=[C:17]([O:19][CH:20]([CH3:22])[CH3:21])[CH:16]=[CH:15][C:14]=2/[CH:23]=[C:24](\[CH3:28])/[C:25]([NH:41][S:38]([NH:37][CH2:36][C:33]2[CH:32]=[N:31][C:30]([CH3:29])=[CH:35][N:34]=2)(=[O:39])=[O:40])=[O:27])=[N:4][CH:5]=[C:6]([C:8]([F:9])([F:11])[F:10])[CH:7]=1, predict the reactants needed to synthesize it. The reactants are: [Cl:1][C:2]1[C:3]([O:12][C:13]2[CH:18]=[C:17]([O:19][CH:20]([CH3:22])[CH3:21])[CH:16]=[CH:15][C:14]=2/[CH:23]=[C:24](\[CH3:28])/[C:25]([OH:27])=O)=[N:4][CH:5]=[C:6]([C:8]([F:11])([F:10])[F:9])[CH:7]=1.[CH3:29][C:30]1[N:31]=[CH:32][C:33]([CH2:36][NH:37][S:38]([NH2:41])(=[O:40])=[O:39])=[N:34][CH:35]=1.Cl.C(N=C=NCCCN(C)C)C.CN(C)C=O. (4) Given the product [C:20]([C:19]1[CH:18]=[C:17]([CH:30]=[CH:29][CH:28]=1)[O:16][CH2:2][C:3]1[CH:8]=[CH:7][C:6]([C:9]2([C:12]([O:14][CH3:15])=[O:13])[CH2:11][CH2:10]2)=[CH:5][CH:4]=1)(=[O:21])[C:22]1[CH:23]=[CH:24][CH:25]=[CH:26][CH:27]=1, predict the reactants needed to synthesize it. The reactants are: Br[CH2:2][C:3]1[CH:8]=[CH:7][C:6]([C:9]2([C:12]([O:14][CH3:15])=[O:13])[CH2:11][CH2:10]2)=[CH:5][CH:4]=1.[OH:16][C:17]1[CH:18]=[C:19]([CH:28]=[CH:29][CH:30]=1)[C:20]([C:22]1[CH:27]=[CH:26][CH:25]=[CH:24][CH:23]=1)=[O:21].C(=O)([O-])[O-].[K+].[K+]. (5) Given the product [OH:9][CH:4]([CH:11]1[CH2:12][CH2:13][CH2:14][C:10]1=[O:15])[CH2:5][CH2:6][CH2:7][CH3:8], predict the reactants needed to synthesize it. The reactants are: [OH-].[Na+].O.[CH:4](=[O:9])[CH2:5][CH2:6][CH2:7][CH3:8].[C:10]1(=[O:15])[CH2:14][CH2:13][CH2:12][CH2:11]1.